Dataset: Forward reaction prediction with 1.9M reactions from USPTO patents (1976-2016). Task: Predict the product of the given reaction. (1) Given the reactants [F:1][C:2]([F:22])([F:21])[O:3][C:4]1[CH:9]=[CH:8][C:7]([N:10]2[CH2:14][CH2:13][C:12]3([CH2:19][CH2:18][NH:17][CH2:16][CH2:15]3)[C:11]2=[O:20])=[CH:6][CH:5]=1.O=C(Cl)[O:25][C:26](Cl)(Cl)Cl.[CH3:31][NH:32][CH2:33][CH2:34][C:35]1[CH:40]=[CH:39][CH:38]=[CH:37][N:36]=1, predict the reaction product. The product is: [CH3:31][N:32]([CH2:33][CH2:34][C:35]1[CH:40]=[CH:39][CH:38]=[CH:37][N:36]=1)[C:26]([N:17]1[CH2:16][CH2:15][C:12]2([C:11](=[O:20])[N:10]([C:7]3[CH:8]=[CH:9][C:4]([O:3][C:2]([F:1])([F:21])[F:22])=[CH:5][CH:6]=3)[CH2:14][CH2:13]2)[CH2:19][CH2:18]1)=[O:25]. (2) The product is: [NH2:9][C:10]1[CH:11]=[C:12]([N:19]2[CH2:20][CH2:21][N:22]([C:25]([O:27][C:28]([CH3:31])([CH3:30])[CH3:29])=[O:26])[CH2:23][CH2:24]2)[C:13]([Br:8])=[N:14][C:15]=1[N+:16]([O-:18])=[O:17]. Given the reactants C1C(=O)N([Br:8])C(=O)C1.[NH2:9][C:10]1[CH:11]=[C:12]([N:19]2[CH2:24][CH2:23][N:22]([C:25]([O:27][C:28]([CH3:31])([CH3:30])[CH3:29])=[O:26])[CH2:21][CH2:20]2)[CH:13]=[N:14][C:15]=1[N+:16]([O-:18])=[O:17], predict the reaction product. (3) Given the reactants C(OC([N:8]1[C:16]2[C:11](=[CH:12][C:13]([S:17][C:18]3[CH:23]=[CH:22][CH:21]=[CH:20][C:19]=3[CH2:24][N:25](C(OC(C)(C)C)=O)[CH3:26])=[CH:14][CH:15]=2)[CH:10]=[CH:9]1)=O)(C)(C)C.Cl, predict the reaction product. The product is: [NH:8]1[C:16]2[C:11](=[CH:12][C:13]([S:17][C:18]3[CH:23]=[CH:22][CH:21]=[CH:20][C:19]=3[CH2:24][NH:25][CH3:26])=[CH:14][CH:15]=2)[CH:10]=[CH:9]1. (4) Given the reactants CN(C(ON1N=NC2C=CC=NC1=2)=[N+](C)C)C.F[P-](F)(F)(F)(F)F.[Cl:25][C:26]1[CH:31]=[C:30]([NH:32][C:33]2[C:42]3[C:37](=[CH:38][CH:39]=[CH:40][C:41]=3[O:43][CH2:44][C@H:45]3[CH2:49][CH2:48][CH2:47][NH:46]3)[N:36]=[CH:35][N:34]=2)[CH:29]=[CH:28][C:27]=1[OH:50].[CH3:51][N:52]([CH3:57])[CH2:53][C:54](O)=[O:55], predict the reaction product. The product is: [Cl:25][C:26]1[CH:31]=[C:30]([NH:32][C:33]2[C:42]3[C:37](=[CH:38][CH:39]=[CH:40][C:41]=3[O:43][CH2:44][C@H:45]3[CH2:49][CH2:48][CH2:47][N:46]3[C:54](=[O:55])[CH2:53][N:52]([CH3:57])[CH3:51])[N:36]=[CH:35][N:34]=2)[CH:29]=[CH:28][C:27]=1[OH:50]. (5) Given the reactants [CH3:1][O:2][C:3]1([C:6]2[NH:11][C:10](=[O:12])[C:9]([CH:13]([NH:16][C:17]([CH:19]3[CH2:23][CH2:22][CH2:21][CH2:20]3)=O)[CH2:14][CH3:15])=[N:8][N:7]=2)[CH2:5][CH2:4]1.P(Cl)(Cl)(Cl)=O, predict the reaction product. The product is: [CH:19]1([C:17]2[N:8]3[C:9]([C:10](=[O:12])[NH:11][C:6]([C:3]4([O:2][CH3:1])[CH2:5][CH2:4]4)=[N:7]3)=[C:13]([CH2:14][CH3:15])[N:16]=2)[CH2:23][CH2:22][CH2:21][CH2:20]1.